This data is from Reaction yield outcomes from USPTO patents with 853,638 reactions. The task is: Predict the reaction yield, written as a fraction of the theoretical maximum amount of product (1.0 means a 100% yield; for example, 0.34 means a 34% yield). (1) The catalyst is CN(C=O)C.CCOC(C)=O. The yield is 0.120. The reactants are [CH2:1]([O:3][C:4]([C:6]1[CH:7]=[N:8][NH:9][C:10]=1[NH2:11])=[O:5])[CH3:2].C([O-])([O-])=O.[Na+].[Na+].Br[CH:19]([CH3:28])[C:20]([C:22]1[CH:27]=[CH:26][CH:25]=[CH:24][CH:23]=1)=[O:21].CCOC(C)=O.CCCCCC. The product is [CH2:1]([O:3][C:4]([C:6]1[CH:7]=[N:8][N:9]([CH:19]([CH3:28])[C:20](=[O:21])[C:22]2[CH:27]=[CH:26][CH:25]=[CH:24][CH:23]=2)[C:10]=1[NH2:11])=[O:5])[CH3:2]. (2) The reactants are [NH2:1][C:2]1[C:7]([CH2:8][C:9]2[CH:14]=[CH:13][CH:12]=[CH:11][CH:10]=2)=[CH:6][CH:5]=[CH:4][N:3]=1.CO[CH:17](OC)[CH2:18][Br:19].N. The catalyst is S(=O)(=O)(O)O. The product is [Br:19][CH2:18][CH:17]1[NH:1][C:2]2[N:3]=[CH:4][CH:5]=[CH:6][C:7]=2[CH2:8][C:9]2[CH:14]=[CH:13][CH:12]=[CH:11][C:10]1=2. The yield is 0.750. (3) The reactants are Br[C:2]1[C:3]([CH3:16])=[N:4][N:5]([C:7]2[CH:12]=[CH:11][N:10]=[C:9]3[NH:13][CH:14]=[CH:15][C:8]=23)[CH:6]=1.[C:17]([C:19]1[CH:20]=[C:21](B(O)O)[CH:22]=[CH:23][CH:24]=1)#[N:18].C(=O)([O-])[O-].[Na+].[Na+].COCCOC.O. The catalyst is C1C=CC([P]([Pd]([P](C2C=CC=CC=2)(C2C=CC=CC=2)C2C=CC=CC=2)([P](C2C=CC=CC=2)(C2C=CC=CC=2)C2C=CC=CC=2)[P](C2C=CC=CC=2)(C2C=CC=CC=2)C2C=CC=CC=2)(C2C=CC=CC=2)C2C=CC=CC=2)=CC=1. The product is [CH3:16][C:3]1[C:2]([C:23]2[CH:24]=[C:19]([CH:20]=[CH:21][CH:22]=2)[C:17]#[N:18])=[CH:6][N:5]([C:7]2[CH:12]=[CH:11][N:10]=[C:9]3[NH:13][CH:14]=[CH:15][C:8]=23)[N:4]=1. The yield is 0.440. (4) The reactants are [O:1]([C:8]1[CH:13]=[CH:12][C:11]([OH:14])=[CH:10][CH:9]=1)[C:2]1[CH:7]=[CH:6][CH:5]=[CH:4][CH:3]=1.F[C:16]1[CH:23]=[CH:22][C:19]([CH:20]=[O:21])=[CH:18][CH:17]=1.C(=O)([O-])[O-].[K+].[K+].O. The catalyst is CN(C)C=O. The product is [O:1]([C:8]1[CH:9]=[CH:10][C:11]([O:14][C:16]2[CH:23]=[CH:22][C:19]([CH:20]=[O:21])=[CH:18][CH:17]=2)=[CH:12][CH:13]=1)[C:2]1[CH:7]=[CH:6][CH:5]=[CH:4][CH:3]=1. The yield is 0.890. (5) The reactants are [Br:1][C:2]1[CH:7]=[CH:6][C:5]([NH:8][C:9]2[CH:17]=[N:16][CH:15]=[CH:14][C:10]=2[C:11]([OH:13])=O)=[C:4]([CH3:18])[CH:3]=1.CCN(C(C)C)C(C)C.Cl.[CH2:29]([O:31][NH2:32])[CH3:30]. The catalyst is CN(C=O)C. The product is [Br:1][C:2]1[CH:7]=[CH:6][C:5]([NH:8][C:9]2[CH:17]=[N:16][CH:15]=[CH:14][C:10]=2[C:11]([NH:32][O:31][CH2:29][CH3:30])=[O:13])=[C:4]([CH3:18])[CH:3]=1. The yield is 0.770. (6) The reactants are [OH:1][C:2]1[NH:7][C:6](=[O:8])[N:5]([CH2:9][C:10]2[CH:15]=[CH:14][CH:13]=[CH:12][CH:11]=2)[C:4](=[O:16])[C:3]=1[C:17]([NH:19][CH2:20][C:21]([O:23]CC)=[O:22])=[O:18].[F:26][C:27]([F:37])([F:36])[C:28]1[CH:35]=[CH:34][C:31]([CH2:32]Br)=[CH:30][CH:29]=1.C(=O)([O-])[O-].[Na+].[Na+].Cl. The catalyst is CN(C)C=O. The product is [OH:1][C:2]1[N:7]([CH2:32][C:31]2[CH:34]=[CH:35][C:28]([C:27]([F:37])([F:36])[F:26])=[CH:29][CH:30]=2)[C:6](=[O:8])[N:5]([CH2:9][C:10]2[CH:15]=[CH:14][CH:13]=[CH:12][CH:11]=2)[C:4](=[O:16])[C:3]=1[C:17]([NH:19][CH2:20][C:21]([OH:23])=[O:22])=[O:18]. The yield is 0.300.